This data is from NCI-60 drug combinations with 297,098 pairs across 59 cell lines. The task is: Regression. Given two drug SMILES strings and cell line genomic features, predict the synergy score measuring deviation from expected non-interaction effect. (1) Drug 2: C1=CC=C(C(=C1)C(C2=CC=C(C=C2)Cl)C(Cl)Cl)Cl. Drug 1: CC1C(C(CC(O1)OC2CC(OC(C2O)C)OC3=CC4=CC5=C(C(=O)C(C(C5)C(C(=O)C(C(C)O)O)OC)OC6CC(C(C(O6)C)O)OC7CC(C(C(O7)C)O)OC8CC(C(C(O8)C)O)(C)O)C(=C4C(=C3C)O)O)O)O. Synergy scores: CSS=64.6, Synergy_ZIP=2.56, Synergy_Bliss=3.41, Synergy_Loewe=-33.3, Synergy_HSA=0.359. Cell line: NCIH23. (2) Drug 1: CN1C(=O)N2C=NC(=C2N=N1)C(=O)N. Drug 2: CCCCCOC(=O)NC1=NC(=O)N(C=C1F)C2C(C(C(O2)C)O)O. Cell line: IGROV1. Synergy scores: CSS=-1.75, Synergy_ZIP=0.256, Synergy_Bliss=-0.459, Synergy_Loewe=-3.14, Synergy_HSA=-3.72. (3) Drug 1: C1CN1C2=NC(=NC(=N2)N3CC3)N4CC4. Drug 2: C#CCC(CC1=CN=C2C(=N1)C(=NC(=N2)N)N)C3=CC=C(C=C3)C(=O)NC(CCC(=O)O)C(=O)O. Cell line: SK-OV-3. Synergy scores: CSS=0.826, Synergy_ZIP=-6.04, Synergy_Bliss=1.31, Synergy_Loewe=-2.58, Synergy_HSA=-2.05. (4) Drug 1: CC=C1C(=O)NC(C(=O)OC2CC(=O)NC(C(=O)NC(CSSCCC=C2)C(=O)N1)C(C)C)C(C)C. Drug 2: C1=NC2=C(N1)C(=S)N=CN2. Cell line: HS 578T. Synergy scores: CSS=29.5, Synergy_ZIP=0.364, Synergy_Bliss=2.62, Synergy_Loewe=-1.86, Synergy_HSA=-1.79. (5) Drug 2: C1=CC=C(C=C1)NC(=O)CCCCCCC(=O)NO. Synergy scores: CSS=24.8, Synergy_ZIP=-6.27, Synergy_Bliss=-1.76, Synergy_Loewe=-12.5, Synergy_HSA=-3.49. Cell line: K-562. Drug 1: C1CCC(C1)C(CC#N)N2C=C(C=N2)C3=C4C=CNC4=NC=N3. (6) Drug 2: CCC1(CC2CC(C3=C(CCN(C2)C1)C4=CC=CC=C4N3)(C5=C(C=C6C(=C5)C78CCN9C7C(C=CC9)(C(C(C8N6C=O)(C(=O)OC)O)OC(=O)C)CC)OC)C(=O)OC)O.OS(=O)(=O)O. Cell line: HS 578T. Synergy scores: CSS=51.4, Synergy_ZIP=-5.11, Synergy_Bliss=0.802, Synergy_Loewe=-19.7, Synergy_HSA=-0.265. Drug 1: C1=C(C(=O)NC(=O)N1)N(CCCl)CCCl. (7) Drug 1: CC1CCC2CC(C(=CC=CC=CC(CC(C(=O)C(C(C(=CC(C(=O)CC(OC(=O)C3CCCCN3C(=O)C(=O)C1(O2)O)C(C)CC4CCC(C(C4)OC)OCCO)C)C)O)OC)C)C)C)OC. Drug 2: CC(C)NC(=O)C1=CC=C(C=C1)CNNC.Cl. Cell line: BT-549. Synergy scores: CSS=8.50, Synergy_ZIP=-3.03, Synergy_Bliss=0.628, Synergy_Loewe=-0.551, Synergy_HSA=-0.506. (8) Drug 1: COC1=C(C=C2C(=C1)N=CN=C2NC3=CC(=C(C=C3)F)Cl)OCCCN4CCOCC4. Drug 2: CN(CC1=CN=C2C(=N1)C(=NC(=N2)N)N)C3=CC=C(C=C3)C(=O)NC(CCC(=O)O)C(=O)O. Cell line: NCI-H460. Synergy scores: CSS=61.4, Synergy_ZIP=3.10, Synergy_Bliss=3.45, Synergy_Loewe=5.20, Synergy_HSA=5.97. (9) Drug 1: CC1CCC2CC(C(=CC=CC=CC(CC(C(=O)C(C(C(=CC(C(=O)CC(OC(=O)C3CCCCN3C(=O)C(=O)C1(O2)O)C(C)CC4CCC(C(C4)OC)OCCO)C)C)O)OC)C)C)C)OC. Drug 2: CC12CCC3C(C1CCC2OP(=O)(O)O)CCC4=C3C=CC(=C4)OC(=O)N(CCCl)CCCl.[Na+]. Cell line: 786-0. Synergy scores: CSS=10.2, Synergy_ZIP=-2.39, Synergy_Bliss=3.35, Synergy_Loewe=-3.95, Synergy_HSA=2.13. (10) Drug 1: C1=CN(C=N1)CC(O)(P(=O)(O)O)P(=O)(O)O. Drug 2: C1C(C(OC1N2C=NC(=NC2=O)N)CO)O. Cell line: SF-295. Synergy scores: CSS=-0.263, Synergy_ZIP=-0.339, Synergy_Bliss=-1.79, Synergy_Loewe=-1.37, Synergy_HSA=-2.10.